This data is from Forward reaction prediction with 1.9M reactions from USPTO patents (1976-2016). The task is: Predict the product of the given reaction. (1) Given the reactants [C:1]([NH:4][C:5]1[CH:6]=[C:7]([CH:11]=[CH:12][N:13]=1)[C:8]([OH:10])=O)(=[O:3])[CH3:2].C(N(C(C)C)CC)(C)C.[NH2:23][C:24]1[CH:29]=[CH:28][C:27]([C:30]2[NH:31][C:32](=[O:44])[C:33]3[O:38][C:37]4[CH:39]=[CH:40][C:41]([Br:43])=[CH:42][C:36]=4[C:34]=3[N:35]=2)=[C:26]([Cl:45])[CH:25]=1.CN(C(ON1N=NC2C=CC=NC1=2)=[N+](C)C)C.F[P-](F)(F)(F)(F)F, predict the reaction product. The product is: [C:1]([NH:4][C:5]1[CH:6]=[C:7]([CH:11]=[CH:12][N:13]=1)[C:8]([NH:23][C:24]1[CH:29]=[CH:28][C:27]([C:30]2[NH:31][C:32](=[O:44])[C:33]3[O:38][C:37]4[CH:39]=[CH:40][C:41]([Br:43])=[CH:42][C:36]=4[C:34]=3[N:35]=2)=[C:26]([Cl:45])[CH:25]=1)=[O:10])(=[O:3])[CH3:2]. (2) Given the reactants C(=O)(O)O.[NH2:5][C:6]([NH2:8])=[NH:7].[Cl:9][C:10]1[CH:15]=[CH:14][C:13]([CH:16]([CH2:28][O:29][CH2:30][O:31][CH3:32])[CH2:17][O:18][C:19]2[CH:26]=[CH:25][CH:24]=[C:23](F)[C:20]=2[C:21]#[N:22])=[CH:12][CH:11]=1, predict the reaction product. The product is: [Cl:9][C:10]1[CH:11]=[CH:12][C:13]([CH:16]([CH2:28][O:29][CH2:30][O:31][CH3:32])[CH2:17][O:18][C:19]2[CH:26]=[CH:25][CH:24]=[C:23]3[C:20]=2[C:21]([NH2:22])=[N:7][C:6]([NH2:8])=[N:5]3)=[CH:14][CH:15]=1. (3) Given the reactants [Cl:1][C:2]1[CH:10]=[CH:9][C:5]([C:6]([OH:8])=O)=[CH:4][N:3]=1.[NH2:11][CH2:12][C:13]1[CH:20]=[CH:19][C:16]([C:17]#[N:18])=[CH:15][CH:14]=1.C(Cl)CCl.CCN(C(C)C)C(C)C, predict the reaction product. The product is: [Cl:1][C:2]1[CH:10]=[CH:9][C:5]([C:6]([NH:18][CH2:17][C:16]2[CH:19]=[CH:20][C:13]([C:12]#[N:11])=[CH:14][CH:15]=2)=[O:8])=[CH:4][N:3]=1. (4) The product is: [CH3:25][O:26][C:27]1[CH:28]=[C:29]([CH:32]=[CH:33][C:34]=1[N:35]1[CH:39]=[C:38]([CH3:40])[N:37]=[CH:36]1)/[CH:30]=[C:14]1/[C:13](=[O:24])[N:12]([CH3:11])[CH:17]([C:18]2[CH:23]=[CH:22][CH:21]=[CH:20][CH:19]=2)[CH2:16][CH2:15]/1. Given the reactants C[Si]([N-][Si](C)(C)C)(C)C.[Li+].[CH3:11][N:12]1[CH:17]([C:18]2[CH:23]=[CH:22][CH:21]=[CH:20][CH:19]=2)[CH2:16][CH2:15][CH2:14][C:13]1=[O:24].[CH3:25][O:26][C:27]1[CH:28]=[C:29]([CH:32]=[CH:33][C:34]=1[N:35]1[CH:39]=[C:38]([CH3:40])[N:37]=[CH:36]1)[CH:30]=O.[Cl-].[NH4+], predict the reaction product. (5) Given the reactants [NH2:1][C:2]1[CH:3]=[C:4]([CH:28]=[CH:29][CH:30]=1)[O:5][C:6]1[C:7]2[CH:27]=[CH:26][NH:25][C:8]=2[N:9]=[C:10]([NH:12][C:13]2[CH:14]=[CH:15][C:16]([N:19]([CH2:21][CH2:22][O:23][CH3:24])[CH3:20])=[N:17][CH:18]=2)[N:11]=1.CCN(C(C)C)C(C)C.[C:40](Cl)(=[O:43])[CH:41]=[CH2:42].C([O-])(O)=O.[Na+], predict the reaction product. The product is: [CH3:24][O:23][CH2:22][CH2:21][N:19]([CH3:20])[C:16]1[N:17]=[CH:18][C:13]([NH:12][C:10]2[N:11]=[C:6]([O:5][C:4]3[CH:3]=[C:2]([NH:1][C:40](=[O:43])[CH:41]=[CH2:42])[CH:30]=[CH:29][CH:28]=3)[C:7]3[CH:27]=[CH:26][NH:25][C:8]=3[N:9]=2)=[CH:14][CH:15]=1.